This data is from Peptide-MHC class I binding affinity with 185,985 pairs from IEDB/IMGT. The task is: Regression. Given a peptide amino acid sequence and an MHC pseudo amino acid sequence, predict their binding affinity value. This is MHC class I binding data. (1) The peptide sequence is KVQEWYLSY. The MHC is HLA-A02:11 with pseudo-sequence HLA-A02:11. The binding affinity (normalized) is 0.470. (2) The peptide sequence is YRESYIDTI. The MHC is Mamu-B17 with pseudo-sequence Mamu-B17. The binding affinity (normalized) is 0.154. (3) The peptide sequence is KFNPMKTYI. The MHC is HLA-A68:01 with pseudo-sequence HLA-A68:01. The binding affinity (normalized) is 0.00197. (4) The peptide sequence is CPASKKESVI. The MHC is HLA-B51:01 with pseudo-sequence HLA-B51:01. The binding affinity (normalized) is 0.155. (5) The peptide sequence is KRKLMYVSA. The MHC is HLA-A02:03 with pseudo-sequence HLA-A02:03. The binding affinity (normalized) is 0.0847.